From a dataset of Full USPTO retrosynthesis dataset with 1.9M reactions from patents (1976-2016). Predict the reactants needed to synthesize the given product. (1) Given the product [CH2:10]([O:9][C:1](=[O:8])[CH:2]([C:15]1[N:23]([CH2:24][C:25]2[CH:30]=[CH:29][C:28]([Cl:31])=[CH:27][CH:26]=2)[C:22]2[C:21](=[O:32])[N:20]([CH2:33][CH2:34][CH2:35][O:36][Si:37]([C:40]([CH3:41])([CH3:43])[CH3:42])([CH3:38])[CH3:39])[C:19](=[O:44])[N:18]([CH3:45])[C:17]=2[N:16]=1)[C:3]([O:5][CH2:6][CH3:7])=[O:4])[CH3:11], predict the reactants needed to synthesize it. The reactants are: [C:1]([O:9][CH2:10][CH3:11])(=[O:8])[CH2:2][C:3]([O:5][CH2:6][CH3:7])=[O:4].[H-].[Na+].Br[C:15]1[N:23]([CH2:24][C:25]2[CH:30]=[CH:29][C:28]([Cl:31])=[CH:27][CH:26]=2)[C:22]2[C:21](=[O:32])[N:20]([CH2:33][CH2:34][CH2:35][O:36][Si:37]([C:40]([CH3:43])([CH3:42])[CH3:41])([CH3:39])[CH3:38])[C:19](=[O:44])[N:18]([CH3:45])[C:17]=2[N:16]=1. (2) Given the product [Br:21][C:6]1[C:5]2[C:10](=[CH:11][CH:12]=[C:3]([O:2][CH3:1])[CH:4]=2)[C:9](=[O:13])[NH:8][CH:7]=1, predict the reactants needed to synthesize it. The reactants are: [CH3:1][O:2][C:3]1[CH:4]=[C:5]2[C:10](=[CH:11][CH:12]=1)[C:9](=[O:13])[NH:8][CH:7]=[CH:6]2.C1C(=O)N([Br:21])C(=O)C1. (3) Given the product [Cl:46][C:39]1[C:40]2[C:45](=[CH:44][CH:43]=[CH:42][CH:41]=2)[C:36]([O:35][CH2:34][C:32]2[N:33]=[C:28]([CH2:27][OH:26])[CH:29]=[CH:30][CH:31]=2)=[N:37][N:38]=1, predict the reactants needed to synthesize it. The reactants are: CCCC[N+](CCCC)(CCCC)CCCC.[F-].[Si]([O:26][CH2:27][C:28]1[N:33]=[C:32]([CH2:34][O:35][C:36]2[C:45]3[C:40](=[CH:41][CH:42]=[CH:43][CH:44]=3)[C:39]([Cl:46])=[N:38][N:37]=2)[CH:31]=[CH:30][CH:29]=1)(C(C)(C)C)(C)C. (4) Given the product [CH:5]([O:8][C:9]1[CH:14]=[CH:13][C:12]([C:15]([N:17]2[CH2:18][CH2:19][C:20]3([N:27]([C:1](=[O:3])[CH3:2])[CH2:26][CH2:25][N:24]4[C:28]([C:31]([F:34])([F:33])[F:32])=[CH:29][CH:30]=[C:23]34)[CH2:21][CH2:22]2)=[O:16])=[CH:11][C:10]=1[O:35][CH3:36])([CH3:7])[CH3:6], predict the reactants needed to synthesize it. The reactants are: [C:1](Cl)(=[O:3])[CH3:2].[CH:5]([O:8][C:9]1[CH:14]=[CH:13][C:12]([C:15]([N:17]2[CH2:22][CH2:21][C:20]3([NH:27][CH2:26][CH2:25][N:24]4[C:28]([C:31]([F:34])([F:33])[F:32])=[CH:29][CH:30]=[C:23]34)[CH2:19][CH2:18]2)=[O:16])=[CH:11][C:10]=1[O:35][CH3:36])([CH3:7])[CH3:6]. (5) Given the product [F:8][C:9]1[CH:14]=[CH:13][CH:12]=[C:11]([N:3]2[CH:7]=[CH:6][CH:5]=[N:4]2)[N:10]=1, predict the reactants needed to synthesize it. The reactants are: [H-].[Na+].[NH:3]1[CH:7]=[CH:6][CH:5]=[N:4]1.[F:8][C:9]1[CH:14]=[CH:13][CH:12]=[C:11](F)[N:10]=1. (6) Given the product [CH3:7][O:8][C:9]1[C:10](=[O:16])[C:11](=[O:12])[CH:13]=[CH:14][CH:15]=1, predict the reactants needed to synthesize it. The reactants are: S(Cl)(Cl)=O.CO.[CH3:7][O:8][C:9]1[CH:15]=[CH:14][CH:13]=[C:11]([OH:12])[C:10]=1[OH:16].C1(Cl)C(Cl)=C(Cl)C(=O)C(=O)C=1Cl. (7) Given the product [CH2:1]([O:3][C:4]([C:5]1[CH:10]=[CH:9][C:8]2[N:11]([C:12]3[CH:17]=[CH:16][CH:15]=[C:14]([CH2:18][OH:19])[CH:13]=3)[CH:22]=[N:20][C:7]=2[CH:6]=1)=[O:21])[CH3:2], predict the reactants needed to synthesize it. The reactants are: [CH2:1]([O:3][C:4](=[O:21])[C:5]1[CH:10]=[CH:9][C:8]([NH:11][C:12]2[CH:17]=[CH:16][CH:15]=[C:14]([CH2:18][OH:19])[CH:13]=2)=[C:7]([NH2:20])[CH:6]=1)[CH3:2].[CH2:22](OC(OCC)OCC)C.C1(C)C=CC(S(O)(=O)=O)=CC=1. (8) Given the product [F:32][C:29]1[CH:30]=[CH:31][C:25]2[N:24]=[C:23]([C:18]3[C:17]4[C:16]5[C:11](=[CH:12][CH:13]=[CH:14][CH:15]=5)[N:10]([C:8]5[CH:7]=[CH:6][C:3]([C:4]([NH2:5])=[O:34])=[C:2]([NH:44][CH2:43][CH2:42][CH2:41][O:40][CH3:39])[CH:9]=5)[C:22]=4[CH:21]=[CH:20][CH:19]=3)[NH:27][C:26]=2[CH:28]=1, predict the reactants needed to synthesize it. The reactants are: F[C:2]1[CH:9]=[C:8]([N:10]2[C:22]3[CH:21]=[CH:20][CH:19]=[C:18]([C:23]4[NH:27][C:26]5[CH:28]=[C:29]([F:32])[CH:30]=[CH:31][C:25]=5[N:24]=4)[C:17]=3[C:16]3[C:11]2=[CH:12][CH:13]=[CH:14][CH:15]=3)[CH:7]=[CH:6][C:3]=1[C:4]#[N:5].C(=O)([O-])[O-:34].[K+].[K+].[CH3:39][O:40][CH2:41][CH2:42][CH2:43][NH2:44].[OH-].[Na+].OO. (9) Given the product [Cl:1][C:2]1[CH:7]=[CH:6][C:5](/[CH:8]=[CH:9]/[C:10]([N:30]2[CH2:31][CH2:32][CH2:33][CH:28]([C:26]3[O:25][N:24]=[C:23]([CH:20]([CH3:22])[CH3:21])[N:27]=3)[CH2:29]2)=[O:12])=[C:4]([CH2:13][N:14]2[N:18]=[N:17][C:16]([CH3:19])=[N:15]2)[CH:3]=1, predict the reactants needed to synthesize it. The reactants are: [Cl:1][C:2]1[CH:7]=[CH:6][C:5](/[CH:8]=[CH:9]/[C:10]([OH:12])=O)=[C:4]([CH2:13][N:14]2[N:18]=[N:17][C:16]([CH3:19])=[N:15]2)[CH:3]=1.[CH:20]([C:23]1[N:27]=[C:26]([CH:28]2[CH2:33][CH2:32][CH2:31][NH:30][CH2:29]2)[O:25][N:24]=1)([CH3:22])[CH3:21].CCN(C(C)C)C(C)C.C(P1(=O)OP(CCC)(=O)OP(CCC)(=O)O1)CC.